Predict hERG channel inhibition at various concentrations. From a dataset of hERG Central: cardiac toxicity at 1µM, 10µM, and general inhibition. (1) The drug is CCOC(=O)C1(Cc2ccc(Cl)cc2)CCN(CCCn2cccn2)CC1. Results: hERG_inhib (hERG inhibition (general)): blocker. (2) The molecule is O=C(CSc1nc2c(sc3ccccc32)c(=O)n1CCCN1CCCC1)NCc1ccccc1. Results: hERG_inhib (hERG inhibition (general)): blocker.